Dataset: Catalyst prediction with 721,799 reactions and 888 catalyst types from USPTO. Task: Predict which catalyst facilitates the given reaction. (1) Reactant: [CH3:1][O:2][C:3]1[C:4]([NH:12][NH:13][C:14](=O)[CH3:15])=[N:5][CH:6]=[C:7]([N+:9]([O-:11])=[O:10])[CH:8]=1.CCN(C(C)C)C(C)C.O=P(Cl)(Cl)Cl.C([O-])(O)=O.[Na+]. Product: [CH3:1][O:2][C:3]1[C:4]2[N:5]([C:14]([CH3:15])=[N:13][N:12]=2)[CH:6]=[C:7]([N+:9]([O-:11])=[O:10])[CH:8]=1. The catalyst class is: 144. (2) Reactant: S(OC)(O[CH3:5])(=O)=O.[C:8](=[S:13])([S:11][CH3:12])[S:9][CH3:10].[F:14][B-:15]([F:18])([F:17])[F:16].[H+]. Product: [F:14][B-:15]([F:18])([F:17])[F:16].[CH3:10][S:9][C:8](=[S+:13][CH3:5])[S:11][CH3:12]. The catalyst class is: 10. (3) Reactant: [CH:1]1[C:6]2[S:7][C:8]3[C:12]4[CH:13]=[CH:14][CH:15]=[CH:16][C:11]=4[S:10][C:9]=3[C:5]=2[CH:4]=[CH:3][C:2]=1[CH2:17][CH2:18][CH2:19][CH2:20][CH2:21][CH2:22][CH2:23][CH2:24][CH2:25][CH2:26][CH2:27][CH2:28][P:29](=[O:36])([O:33]CC)[O:30]CC.C[Si](Br)(C)C.CO. Product: [CH:1]1[C:6]2[S:7][C:8]3[C:12]4[CH:13]=[CH:14][CH:15]=[CH:16][C:11]=4[S:10][C:9]=3[C:5]=2[CH:4]=[CH:3][C:2]=1[CH2:17][CH2:18][CH2:19][CH2:20][CH2:21][CH2:22][CH2:23][CH2:24][CH2:25][CH2:26][CH2:27][CH2:28][P:29](=[O:30])([OH:36])[OH:33]. The catalyst class is: 11.